From a dataset of Full USPTO retrosynthesis dataset with 1.9M reactions from patents (1976-2016). Predict the reactants needed to synthesize the given product. (1) Given the product [Cl:31][C:28]1[S:27][C:26]([S:23]([NH:22][C:13]2[C:14]3[C:19](=[CH:18][CH:17]=[CH:16][C:15]=3[O:20][CH3:21])[N:11]([CH2:10][C:6]3[CH:7]=[CH:8][CH:9]=[C:4]([CH2:3][NH:2][C:43]([NH:42][CH:39]([CH3:41])[CH3:40])=[O:44])[CH:5]=3)[N:12]=2)(=[O:25])=[O:24])=[CH:30][CH:29]=1, predict the reactants needed to synthesize it. The reactants are: Cl.[NH2:2][CH2:3][C:4]1[CH:5]=[C:6]([CH2:10][N:11]2[C:19]3[C:14](=[C:15]([O:20][CH3:21])[CH:16]=[CH:17][CH:18]=3)[C:13]([NH:22][S:23]([C:26]3[S:27][C:28]([Cl:31])=[CH:29][CH:30]=3)(=[O:25])=[O:24])=[N:12]2)[CH:7]=[CH:8][CH:9]=1.C(N(CC)CC)C.[CH:39]([N:42]=[C:43]=[O:44])([CH3:41])[CH3:40]. (2) The reactants are: [Cl:1][C:2]1[N:10]=[C:9]2[C:5]([N:6]=[CH:7][N:8]2[CH:11]2[CH2:16][CH2:15][N:14](C(OC(C)(C)C)=O)[CH2:13][CH2:12]2)=[C:4]([N:24]2[CH2:29][CH2:28][O:27][CH2:26][CH2:25]2)[N:3]=1.[F:30][C:31]([F:36])([F:35])[C:32]([OH:34])=[O:33]. Given the product [F:30][C:31]([F:36])([F:35])[C:32]([OH:34])=[O:33].[Cl:1][C:2]1[N:10]=[C:9]2[C:5]([N:6]=[CH:7][N:8]2[CH:11]2[CH2:16][CH2:15][NH:14][CH2:13][CH2:12]2)=[C:4]([N:24]2[CH2:29][CH2:28][O:27][CH2:26][CH2:25]2)[N:3]=1, predict the reactants needed to synthesize it.